From a dataset of Catalyst prediction with 721,799 reactions and 888 catalyst types from USPTO. Predict which catalyst facilitates the given reaction. (1) Reactant: [C:1]([O:5][C:6](=[O:52])[NH:7][CH2:8][CH2:9][C:10]1[CH:15]=[CH:14][C:13]([O:16][CH2:17][CH2:18][CH2:19]/[CH:20]=[CH:21]/[C:22]2[CH:27]=[CH:26][C:25]([O:28]CC3C=CC=CC=3)=[C:24]([C@@H:36]([C:46]3[CH:51]=[CH:50][CH:49]=[CH:48][CH:47]=3)[CH2:37][CH2:38][N:39]([CH:43]([CH3:45])[CH3:44])[CH:40]([CH3:42])[CH3:41])[CH:23]=2)=[CH:12][CH:11]=1)([CH3:4])([CH3:3])[CH3:2].C([O-])=O.[NH4+]. Product: [NH3:7].[C:1]([O:5][C:6](=[O:52])[NH:7][CH2:8][CH2:9][C:10]1[CH:11]=[CH:12][C:13]([O:16][CH2:17][CH2:18][CH2:19][CH2:20][CH2:21][C:22]2[CH:27]=[CH:26][C:25]([OH:28])=[C:24]([C@@H:36]([C:46]3[CH:47]=[CH:48][CH:49]=[CH:50][CH:51]=3)[CH2:37][CH2:38][N:39]([CH:43]([CH3:44])[CH3:45])[CH:40]([CH3:42])[CH3:41])[CH:23]=2)=[CH:14][CH:15]=1)([CH3:3])([CH3:2])[CH3:4]. The catalyst class is: 421. (2) Reactant: [CH3:1][N:2]([CH2:10][C:11]1[S:12][C:13](SC2C=CC=CC=2)=[C:14]([C:16]2[CH:21]=[CH:20][CH:19]=[CH:18][CH:17]=2)[N:15]=1)[C:3](=[O:9])[O:4][C:5]([CH3:8])([CH3:7])[CH3:6].Cl[C:30]1[CH:35]=[CH:34][CH:33]=[C:32](C(OO)=O)[CH:31]=1.[S:40]([O-:44])([O-])(=[O:42])=S.[Na+].[Na+]. The catalyst class is: 9. Product: [CH3:1][N:2]([CH2:10][C:11]1[S:12][C:13]([S:40]([C:30]2[CH:35]=[CH:34][CH:33]=[CH:32][CH:31]=2)(=[O:44])=[O:42])=[C:14]([C:16]2[CH:21]=[CH:20][CH:19]=[CH:18][CH:17]=2)[N:15]=1)[C:3](=[O:9])[O:4][C:5]([CH3:8])([CH3:6])[CH3:7]. (3) Product: [O:1]=[C:2]1[C:7]([CH2:8][C:9]2[CH:14]=[CH:13][C:12]([C:15]3[C:16]([C:21]#[N:22])=[CH:17][CH:18]=[CH:19][CH:20]=3)=[CH:11][CH:10]=2)=[C:6]([CH2:23][CH2:24][CH3:25])[N:5]2[N:26]=[CH:27][N:28]=[C:4]2[N:3]1[C@H:29]1[CH2:30][CH2:31][C@H:32]([O:35][CH2:36][CH:37]([OH:38])[C:41]([F:44])([F:43])[F:42])[CH2:33][CH2:34]1. Reactant: [O:1]=[C:2]1[C:7]([CH2:8][C:9]2[CH:14]=[CH:13][C:12]([C:15]3[C:16]([C:21]#[N:22])=[CH:17][CH:18]=[CH:19][CH:20]=3)=[CH:11][CH:10]=2)=[C:6]([CH2:23][CH2:24][CH3:25])[N:5]2[N:26]=[CH:27][N:28]=[C:4]2[N:3]1[C@H:29]1[CH2:34][CH2:33][C@H:32]([O:35][CH2:36][CH:37]=[O:38])[CH2:31][CH2:30]1.C[Si](C)(C)[C:41]([F:44])([F:43])[F:42].[F-].C([N+](CCCC)(CCCC)CCCC)CCC.Cl. The catalyst class is: 7. (4) Reactant: [CH3:1][O:2][C:3](=[O:20])[C:4]1[CH:9]=[CH:8][C:7]([CH3:10])=[C:6]([N:11]2[C:16](=[O:17])[CH:15]=[C:14]([OH:18])[N:13]=[C:12]2[CH3:19])[CH:5]=1.[CH3:21][O:22][C:23]1[CH:24]=[C:25]([CH:28]=[CH:29][CH:30]=1)[CH2:26]Br.C(=O)([O-])[O-].[K+].[K+].C1OCCOCCOCCOCCOCCOC1. Product: [CH3:1][O:2][C:3](=[O:20])[C:4]1[CH:9]=[CH:8][C:7]([CH3:10])=[C:6]([N:11]2[C:16](=[O:17])[CH:15]=[C:14]([O:18][CH2:26][C:25]3[CH:28]=[CH:29][CH:30]=[C:23]([O:22][CH3:21])[CH:24]=3)[N:13]=[C:12]2[CH3:19])[CH:5]=1. The catalyst class is: 9. (5) Reactant: Cl[C:2]1[C:3]([C:9]#[N:10])=[N:4][C:5]([Cl:8])=[CH:6][N:7]=1.[C:11]1([CH:18]=[CH:17][C:15]([OH:16])=[CH:14][CH:13]=1)[OH:12].C(=O)([O-])[O-].[K+].[K+].Cl. Product: [Cl:8][C:5]1[N:4]=[C:3]([C:9]#[N:10])[C:2]([O:12][C:11]2[CH:18]=[CH:17][C:15]([OH:16])=[CH:14][CH:13]=2)=[N:7][CH:6]=1. The catalyst class is: 255. (6) Reactant: C[N:2]([C:20]1[C:21]([CH3:27])=[N:22][N:23]([CH3:26])[C:24]=1[CH3:25])[S:3]([C:6]1[CH:11]=[CH:10][C:9](C2C=CC=C(C=O)C=2)=[CH:8][CH:7]=1)(=[O:5])=[O:4].[N:28]1([C:34]2[CH:39]=[C:38](B3OC(C)(C)C(C)(C)O3)[CH:37]=[CH:36][N:35]=2)[CH2:33][CH2:32][NH:31][CH2:30][CH2:29]1.P([O-])([O-])([O-])=O.[K+].[K+].[K+].C(Cl)[Cl:58]. Product: [Cl:58][C:11]1[CH:10]=[C:9]([C:38]2[CH:37]=[CH:36][N:35]=[C:34]([N:28]3[CH2:33][CH2:32][NH:31][CH2:30][CH2:29]3)[CH:39]=2)[CH:8]=[CH:7][C:6]=1[S:3]([NH:2][C:20]1[C:21]([CH3:27])=[N:22][N:23]([CH3:26])[C:24]=1[CH3:25])(=[O:4])=[O:5]. The catalyst class is: 710.